Dataset: Full USPTO retrosynthesis dataset with 1.9M reactions from patents (1976-2016). Task: Predict the reactants needed to synthesize the given product. (1) The reactants are: [CH3:1][O:2][C:3]1[CH:4]=[C:5]([CH:18]=[CH:19][C:20]=1[O:21][CH3:22])[C:6]1[O:7][C:8]2[C:13]([C:14](=[O:16])[CH:15]=1)=[CH:12][CH:11]=[C:10]([OH:17])[CH:9]=2.Br[C:24]([Br:27])([CH3:26])C.[C:28](=O)([O-])[O-].[K+].[K+].[K+].[Br-]. Given the product [Br:27][CH2:24][CH2:26][CH2:28][O:17][C:10]1[CH:9]=[C:8]2[C:13]([C:14](=[O:16])[CH:15]=[C:6]([C:5]3[CH:18]=[CH:19][C:20]([O:21][CH3:22])=[C:3]([O:2][CH3:1])[CH:4]=3)[O:7]2)=[CH:12][CH:11]=1, predict the reactants needed to synthesize it. (2) Given the product [O:1]=[C:2]([N:32]1[CH2:33][CH2:34][N:35]([C:38]2[CH:43]=[CH:42][C:41]([C:44]3[N:45]=[CH:46][CH:47]=[CH:48][N:49]=3)=[CH:40][CH:39]=2)[CH2:36][CH2:37]1)[CH2:3][N:4]1[CH2:8][CH2:7][CH:6]([C:9]([NH:11][C:12]2[CH:13]=[C:14]3[C:18](=[CH:19][CH:20]=2)[NH:17][N:16]=[C:15]3[C:29](=[NH:31])[OH:30])=[O:10])[CH2:5]1, predict the reactants needed to synthesize it. The reactants are: [O:1]=[C:2]([N:32]1[CH2:37][CH2:36][N:35]([C:38]2[CH:43]=[CH:42][C:41]([C:44]3[N:49]=[CH:48][CH:47]=[CH:46][N:45]=3)=[CH:40][CH:39]=2)[CH2:34][CH2:33]1)[CH2:3][N:4]1[CH2:8][CH2:7][CH:6]([C:9]([NH:11][C:12]2[CH:13]=[C:14]3[C:18](=[CH:19][CH:20]=2)[N:17](COCC[Si](C)(C)C)[N:16]=[C:15]3[C:29](=[NH:31])[OH:30])=[O:10])[CH2:5]1.C(O)(C(F)(F)F)=O. (3) Given the product [CH2:1]([N:5]([S:15]([C:18]1[CH:23]=[CH:22][C:21]([N+:24]([O-:26])=[O:25])=[CH:20][CH:19]=1)(=[O:17])=[O:16])[C@H:6]([C:12]([OH:14])=[O:13])[CH2:7][CH2:8][CH2:9][CH2:10][NH:11][C:33](=[O:34])[CH:32]=[CH:31][C:30]1[CH:36]=[CH:37][C:38]([O:40][CH3:41])=[CH:39][C:29]=1[O:28][CH3:27])[CH:2]([CH3:4])[CH3:3], predict the reactants needed to synthesize it. The reactants are: [CH2:1]([N:5]([S:15]([C:18]1[CH:23]=[CH:22][C:21]([N+:24]([O-:26])=[O:25])=[CH:20][CH:19]=1)(=[O:17])=[O:16])[C@H:6]([C:12]([OH:14])=[O:13])[CH2:7][CH2:8][CH2:9][CH2:10][NH2:11])[CH:2]([CH3:4])[CH3:3].[CH3:27][O:28][C:29]1[CH:39]=[C:38]([O:40][CH3:41])[CH:37]=[CH:36][C:30]=1[CH:31]=[CH:32][C:33](O)=[O:34]. (4) Given the product [Si:16]([O:23][CH2:24][C@H:25]([NH:26][S@@:27]([C:29]([CH3:32])([CH3:31])[CH3:30])=[O:28])[C:2]1[CH:7]=[CH:6][C:5]([S:8][CH2:9][CH3:10])=[CH:4][CH:3]=1)([C:19]([CH3:22])([CH3:21])[CH3:20])([CH3:18])[CH3:17], predict the reactants needed to synthesize it. The reactants are: Br[C:2]1[CH:7]=[CH:6][C:5]([S:8][CH2:9][CH3:10])=[CH:4][CH:3]=1.C([Li])CCC.[Si:16]([O:23][CH2:24]/[CH:25]=[N:26]/[S@@:27]([C:29]([CH3:32])([CH3:31])[CH3:30])=[O:28])([C:19]([CH3:22])([CH3:21])[CH3:20])([CH3:18])[CH3:17]. (5) Given the product [CH3:19][S:20]([CH:23]1[CH2:27][CH2:26][N:25]([CH2:11][C:9]2[S:10][C:5]3[C:4]([N:13]4[CH2:18][CH2:17][O:16][CH2:15][CH2:14]4)=[N:3][C:2]([C:30]4[CH:29]=[N:28][CH:33]=[CH:32][CH:31]=4)=[N:7][C:6]=3[CH:8]=2)[CH2:24]1)(=[O:22])=[O:21], predict the reactants needed to synthesize it. The reactants are: Cl[C:2]1[N:3]=[C:4]([N:13]2[CH2:18][CH2:17][O:16][CH2:15][CH2:14]2)[C:5]2[S:10][C:9]([CH:11]=O)=[CH:8][C:6]=2[N:7]=1.[CH3:19][S:20]([CH:23]1[CH2:27][CH2:26][NH:25][CH2:24]1)(=[O:22])=[O:21].[N:28]1[CH:33]=[CH:32][CH:31]=[C:30](B(O)O)[CH:29]=1. (6) Given the product [C:7]([O:11][C:12](=[O:19])[NH:13][C@H:14]1[CH2:15][CH2:16][C@@H:17]([OH:2])[CH2:18]1)([CH3:10])([CH3:8])[CH3:9], predict the reactants needed to synthesize it. The reactants are: B.[O:2]1CCCC1.[C:7]([O:11][C:12](=[O:19])[NH:13][CH:14]1[CH2:18][CH:17]=[CH:16][CH2:15]1)([CH3:10])([CH3:9])[CH3:8].[OH-].[Na+].OO.